Dataset: Full USPTO retrosynthesis dataset with 1.9M reactions from patents (1976-2016). Task: Predict the reactants needed to synthesize the given product. (1) Given the product [CH2:1]([C:5]12[CH2:17][CH2:16][C:15](=[O:18])[C:14]([CH3:19])=[C:13]1[C:12]1[C:7](=[CH:8][C:9]([O:20][CH2:30][O:31][CH3:32])=[CH:10][CH:11]=1)[CH2:6]2)[CH2:2][CH2:3][CH3:4], predict the reactants needed to synthesize it. The reactants are: [CH2:1]([C:5]12[CH2:17][CH2:16][C:15](=[O:18])[C:14]([CH3:19])=[C:13]1[C:12]1[C:7](=[CH:8][C:9]([OH:20])=[CH:10][CH:11]=1)[CH2:6]2)[CH2:2][CH2:3][CH3:4].C(N(CC)C(C)C)(C)C.[CH3:30][O:31][CH2:32]Cl. (2) Given the product [CH2:10]([O:17][C:18]1[CH:19]=[CH:20][C:21]([C:22]([NH:24][CH2:25][C:26](=[O:28])[N:57]2[CH2:58][CH2:59][N:54]([C:60](=[O:61])[C:62]3[CH:67]=[CH:66][CH:65]=[CH:64][C:63]=3[C:68]([F:71])([F:69])[F:70])[CH2:55][CH2:56]2)=[O:23])=[CH:29][CH:30]=1)[C:11]1[CH:12]=[CH:13][CH:14]=[CH:15][CH:16]=1, predict the reactants needed to synthesize it. The reactants are: CCN(C(C)C)C(C)C.[CH2:10]([O:17][C:18]1[CH:30]=[CH:29][C:21]([C:22]([NH:24][CH2:25][C:26]([OH:28])=O)=[O:23])=[CH:20][CH:19]=1)[C:11]1[CH:16]=[CH:15][CH:14]=[CH:13][CH:12]=1.C1C=CC2N(O)N=NC=2C=1.CCN=C=NCCCN(C)C.Cl.Cl.[N:54]1([C:60]([C:62]2[CH:67]=[CH:66][CH:65]=[CH:64][C:63]=2[C:68]([F:71])([F:70])[F:69])=[O:61])[CH2:59][CH2:58][NH:57][CH2:56][CH2:55]1.